Predict which catalyst facilitates the given reaction. From a dataset of Catalyst prediction with 721,799 reactions and 888 catalyst types from USPTO. (1) Reactant: [CH2:1]([O:8][C:9](=[O:34])[C@H:10]([NH:26][C:27]([O:29][C:30]([CH3:33])([CH3:32])[CH3:31])=[O:28])[CH2:11][C:12]1[C:20]2[C:15](=[CH:16][CH:17]=[CH:18][CH:19]=2)[N:14]([CH2:21][CH2:22][CH2:23]CC)[CH:13]=1)[C:2]1[CH:7]=[CH:6][CH:5]=[CH:4][CH:3]=1.ICCC.C(=O)([O-])[O-].[Cs+].[Cs+]. Product: [CH2:1]([O:8][C:9](=[O:34])[C@H:10]([NH:26][C:27]([O:29][C:30]([CH3:33])([CH3:32])[CH3:31])=[O:28])[CH2:11][C:12]1[C:20]2[C:15](=[CH:16][CH:17]=[CH:18][CH:19]=2)[N:14]([CH2:21][CH2:22][CH3:23])[CH:13]=1)[C:2]1[CH:7]=[CH:6][CH:5]=[CH:4][CH:3]=1. The catalyst class is: 21. (2) Reactant: [CH:1]([C:3]1[CH:4]=[C:5]([CH:10]([C:16]#[C:17][CH3:18])[CH2:11][C:12]([O:14][CH3:15])=[O:13])[CH:6]=[CH:7][C:8]=1[OH:9])=[O:2].[BH4-].[Na+]. Product: [OH:9][C:8]1[CH:7]=[CH:6][C:5]([CH:10]([C:16]#[C:17][CH3:18])[CH2:11][C:12]([O:14][CH3:15])=[O:13])=[CH:4][C:3]=1[CH2:1][OH:2]. The catalyst class is: 8.